From a dataset of NCI-60 drug combinations with 297,098 pairs across 59 cell lines. Regression. Given two drug SMILES strings and cell line genomic features, predict the synergy score measuring deviation from expected non-interaction effect. (1) Drug 1: C1CCN(CC1)CCOC2=CC=C(C=C2)C(=O)C3=C(SC4=C3C=CC(=C4)O)C5=CC=C(C=C5)O. Drug 2: CC(C)(C#N)C1=CC(=CC(=C1)CN2C=NC=N2)C(C)(C)C#N. Cell line: COLO 205. Synergy scores: CSS=2.51, Synergy_ZIP=9.44, Synergy_Bliss=12.8, Synergy_Loewe=6.22, Synergy_HSA=5.07. (2) Synergy scores: CSS=3.48, Synergy_ZIP=-0.893, Synergy_Bliss=-0.417, Synergy_Loewe=-19.7, Synergy_HSA=-3.21. Drug 2: C1CN(P(=O)(OC1)NCCCl)CCCl. Cell line: SK-OV-3. Drug 1: CCC1(CC2CC(C3=C(CCN(C2)C1)C4=CC=CC=C4N3)(C5=C(C=C6C(=C5)C78CCN9C7C(C=CC9)(C(C(C8N6C=O)(C(=O)OC)O)OC(=O)C)CC)OC)C(=O)OC)O.OS(=O)(=O)O. (3) Drug 1: C1=NC2=C(N1)C(=S)N=C(N2)N. Drug 2: C(CC(=O)O)C(=O)CN.Cl. Cell line: MCF7. Synergy scores: CSS=33.8, Synergy_ZIP=-0.952, Synergy_Bliss=-2.70, Synergy_Loewe=-20.0, Synergy_HSA=-2.58.